Dataset: Peptide-MHC class I binding affinity with 185,985 pairs from IEDB/IMGT. Task: Regression. Given a peptide amino acid sequence and an MHC pseudo amino acid sequence, predict their binding affinity value. This is MHC class I binding data. The peptide sequence is TQLPSKPHY. The MHC is HLA-A02:03 with pseudo-sequence HLA-A02:03. The binding affinity (normalized) is 0.0847.